Dataset: Catalyst prediction with 721,799 reactions and 888 catalyst types from USPTO. Task: Predict which catalyst facilitates the given reaction. (1) Reactant: [Cl:1][C:2]1[N:3]=[N:4][C:5]([Cl:8])=[CH:6][CH:7]=1.[CH3:9][CH:10](C)[C:11](O)=O.FC(F)(F)C(O)=O.S(OOS([O-])(=O)=O)([O-])(=O)=O.[NH4+].[NH4+].C([O-])(O)=O.[Na+]. Product: [Cl:1][C:2]1[N:3]=[N:4][C:5]([Cl:8])=[CH:6][C:7]=1[CH:10]([CH3:11])[CH3:9]. The catalyst class is: 716. (2) Reactant: [CH3:1][O:2][C:3](=[O:20])[C:4]1[CH:9]=[C:8]([N:10]2[CH2:15][CH2:14][O:13][CH2:12][C:11]2=[O:16])[CH:7]=[CH:6][C:5]=1[N+:17]([O-])=O. Product: [CH3:1][O:2][C:3](=[O:20])[C:4]1[CH:9]=[C:8]([N:10]2[CH2:15][CH2:14][O:13][CH2:12][C:11]2=[O:16])[CH:7]=[CH:6][C:5]=1[NH2:17]. The catalyst class is: 19.